Dataset: Forward reaction prediction with 1.9M reactions from USPTO patents (1976-2016). Task: Predict the product of the given reaction. (1) Given the reactants I[C:2]1[CH:3]=[C:4]([CH:24]=[CH:25][C:26]=1[CH3:27])[C:5]([NH:7][C:8]1[CH:13]=[C:12]([C:14]([F:17])([F:16])[F:15])[CH:11]=[C:10]([N:18]2[CH:22]=[C:21]([CH3:23])[N:20]=[CH:19]2)[CH:9]=1)=[O:6].C(N(CC)C(C)C)C.[C:36]([C:38]1[N:42]2[CH:43]=[CH:44][CH:45]=[CH:46][C:41]2=[N:40][CH:39]=1)#[CH:37], predict the reaction product. The product is: [N:40]1[CH:39]=[C:38]([C:36]#[C:37][C:2]2[CH:3]=[C:4]([CH:24]=[CH:25][C:26]=2[CH3:27])[C:5]([NH:7][C:8]2[CH:13]=[C:12]([C:14]([F:16])([F:17])[F:15])[CH:11]=[C:10]([N:18]3[CH2:22][CH:21]([CH3:23])[N:20]=[CH:19]3)[CH:9]=2)=[O:6])[N:42]2[CH:43]=[CH:44][CH:45]=[CH:46][C:41]=12. (2) Given the reactants [C:1]([O:5][C:6]([N:8]1[CH2:13][CH2:12][C:11]([CH2:20][CH2:21][C:22](OC)=[O:23])([CH2:14][CH2:15][C:16]([O:18][CH3:19])=[O:17])[CH2:10][CH2:9]1)=[O:7])([CH3:4])([CH3:3])[CH3:2].CC([O-])(C)C.[K+], predict the reaction product. The product is: [O:23]=[C:22]1[CH2:21][CH2:20][C:11]2([CH2:10][CH2:9][N:8]([C:6]([O:5][C:1]([CH3:4])([CH3:2])[CH3:3])=[O:7])[CH2:13][CH2:12]2)[CH2:14][CH:15]1[C:16]([O:18][CH3:19])=[O:17]. (3) Given the reactants Cl[C:2]1[N:7]=[CH:6][N:5]=[C:4]([OH:8])[CH:3]=1.[NH2:9][C:10]1[CH:15]=[CH:14][CH:13]=[CH:12][CH:11]=1.C(N(CC)C(C)C)(C)C.C(OCC)C, predict the reaction product. The product is: [C:10]1([NH:9][C:2]2[N:7]=[CH:6][N:5]=[C:4]([OH:8])[CH:3]=2)[CH:15]=[CH:14][CH:13]=[CH:12][CH:11]=1. (4) The product is: [Cl:10][C:11]1[CH:18]=[C:17]([S:9][C:4]2[CH:5]=[CH:6][CH:7]=[CH:8][C:3]=2[O:2][CH3:1])[CH:16]=[CH:15][C:12]=1[CH:13]=[O:14]. Given the reactants [CH3:1][O:2][C:3]1[CH:8]=[CH:7][CH:6]=[CH:5][C:4]=1[SH:9].[Cl:10][C:11]1[CH:18]=[C:17](F)[CH:16]=[CH:15][C:12]=1[CH:13]=[O:14], predict the reaction product. (5) The product is: [Cl:44][C:19]1[CH:24]=[CH:23][C:22]([OH:54])=[CH:21][C:20]=1[C:25]([O:8][CH3:7])=[O:12]. Given the reactants BrC1C=CC(Cl)=C(C=1)[C:7](O)=[O:8].[OH-:12].[K+].C(P(C(C)(C)C)[C:19]1[CH:24]=[CH:23][CH:22]=[CH:21][C:20]=1[C:25]1C(C(C)C)=CC(C(C)C)=CC=1C(C)C)(C)(C)C.[ClH:44].C[Si](C=[N+]=[N-])(C)C.C(O)(=[O:54])C, predict the reaction product. (6) Given the reactants [NH:1]1[C:9]2[C:4](=[CH:5][CH:6]=[CH:7][CH:8]=2)[C:3]2([CH2:13][CH2:12][CH2:11][CH2:10]2)[C:2]1=[O:14].C(N(CC)CC)C.[C:22]([O:26][C:27]([C:29]1([CH2:35][N:36]2[CH2:41][CH2:40][CH:39]([CH2:42][NH2:43])[CH2:38][CH2:37]2)[CH2:34][CH2:33][O:32][CH2:31][CH2:30]1)=[O:28])([CH3:25])([CH3:24])[CH3:23].[C:44]([O-])(O)=[O:45].[Na+], predict the reaction product. The product is: [O:14]=[C:2]1[C:3]2([CH2:13][CH2:12][CH2:11][CH2:10]2)[C:4]2[C:9](=[CH:8][CH:7]=[CH:6][CH:5]=2)[N:1]1[C:44]([NH:43][CH2:42][CH:39]1[CH2:40][CH2:41][N:36]([CH2:35][C:29]2([C:27]([O:26][C:22]([CH3:25])([CH3:24])[CH3:23])=[O:28])[CH2:34][CH2:33][O:32][CH2:31][CH2:30]2)[CH2:37][CH2:38]1)=[O:45]. (7) Given the reactants [H-].[Na+].[F:3][CH2:4][CH2:5][CH2:6][OH:7].Cl[C:9]1[CH:19]=[CH:18][C:12]([C:13]([O:15]CC)=[O:14])=[CH:11][N:10]=1.[OH-].[Na+], predict the reaction product. The product is: [F:3][CH2:4][CH2:5][CH2:6][O:7][C:9]1[CH:19]=[CH:18][C:12]([C:13]([OH:15])=[O:14])=[CH:11][N:10]=1. (8) Given the reactants [F:1][C:2]([F:36])([F:35])[C:3]1[CH:4]=[C:5]([C:13]([CH3:34])([CH3:33])[C:14]([N:16]([C:18]2[CH:19]=[N:20][C:21](Cl)=[CH:22][C:23]=2[C:24]2[CH:29]=[CH:28][C:27]([F:30])=[CH:26][C:25]=2[CH3:31])[CH3:17])=[O:15])[CH:6]=[C:7]([C:9]([F:12])([F:11])[F:10])[CH:8]=1.[NH2:37][CH2:38][CH2:39][CH2:40][OH:41], predict the reaction product. The product is: [F:1][C:2]([F:36])([F:35])[C:3]1[CH:4]=[C:5]([C:13]([CH3:34])([CH3:33])[C:14]([N:16]([C:18]2[CH:19]=[N:20][C:21]([NH:37][CH2:38][CH2:39][CH2:40][OH:41])=[CH:22][C:23]=2[C:24]2[CH:29]=[CH:28][C:27]([F:30])=[CH:26][C:25]=2[CH3:31])[CH3:17])=[O:15])[CH:6]=[C:7]([C:9]([F:12])([F:11])[F:10])[CH:8]=1. (9) Given the reactants [N+:1]([O-:4])(O)=[O:2].[F:5][C:6]([F:17])([F:16])[O:7][C:8]1[CH:9]=[C:10]([CH:13]=[CH:14][CH:15]=1)[CH2:11][Br:12], predict the reaction product. The product is: [Br:12][CH2:11][C:10]1[CH:9]=[C:8]([O:7][C:6]([F:5])([F:16])[F:17])[CH:15]=[CH:14][C:13]=1[N+:1]([O-:4])=[O:2]. (10) Given the reactants C(OC([N:6]1[CH2:12][CH2:11][C:10]2[C:13]([CH3:20])=[C:14]([C:16]([CH3:19])([CH3:18])[CH3:17])[S:15][C:9]=2[CH2:8][CH2:7]1)=O)C.CCO.[OH-].[K+], predict the reaction product. The product is: [C:16]([C:14]1[S:15][C:9]2[CH2:8][CH2:7][NH:6][CH2:12][CH2:11][C:10]=2[C:13]=1[CH3:20])([CH3:19])([CH3:18])[CH3:17].